Dataset: Full USPTO retrosynthesis dataset with 1.9M reactions from patents (1976-2016). Task: Predict the reactants needed to synthesize the given product. Given the product [CH3:1][N:2]1[C:6]([C:7]([NH:9][C:10]2[CH:11]=[C:12]([C:16]#[C:17][C:18]3[CH:19]=[C:20]([C:24]([N:26]=[S:27]([C:30]4[CH:35]=[CH:34][C:33]([CH2:36][CH2:37][C:38]([OH:40])=[O:39])=[CH:32][CH:31]=4)([CH3:29])=[O:28])=[O:25])[CH:21]=[N:22][CH:23]=3)[CH:13]=[CH:14][CH:15]=2)=[O:8])=[CH:5][C:4]([CH3:42])=[N:3]1, predict the reactants needed to synthesize it. The reactants are: [CH3:1][N:2]1[C:6]([C:7]([NH:9][C:10]2[CH:11]=[C:12]([C:16]#[C:17][C:18]3[CH:19]=[C:20]([C:24]([N:26]=[S:27]([C:30]4[CH:35]=[CH:34][C:33]([CH2:36][CH2:37][C:38]([O:40]C)=[O:39])=[CH:32][CH:31]=4)([CH3:29])=[O:28])=[O:25])[CH:21]=[N:22][CH:23]=3)[CH:13]=[CH:14][CH:15]=2)=[O:8])=[CH:5][C:4]([CH3:42])=[N:3]1.[OH-].[Na+].C(O)(=O)C.